From a dataset of Catalyst prediction with 721,799 reactions and 888 catalyst types from USPTO. Predict which catalyst facilitates the given reaction. (1) Reactant: [Si]([O:18][CH:19]1[CH2:22][N:21]([C:23]2[S:24][CH:25]=[C:26]([C:28](=[O:46])[NH:29][CH2:30][CH2:31][NH:32][C:33]([O:35][CH2:36][C:37]3[CH:42]=[CH:41][C:40]([N+:43]([O-:45])=[O:44])=[CH:39][CH:38]=3)=[O:34])[N:27]=2)[CH2:20]1)(C(C)(C)C)(C1C=CC=CC=1)C1C=CC=CC=1.C(O)(=O)C.[F-].C([N+](CCCC)(CCCC)CCCC)CCC. Product: [OH:18][CH:19]1[CH2:22][N:21]([C:23]2[S:24][CH:25]=[C:26]([C:28](=[O:46])[NH:29][CH2:30][CH2:31][NH:32][C:33]([O:35][CH2:36][C:37]3[CH:42]=[CH:41][C:40]([N+:43]([O-:45])=[O:44])=[CH:39][CH:38]=3)=[O:34])[N:27]=2)[CH2:20]1. The catalyst class is: 7. (2) Reactant: [CH2:1]([O:3][C:4]([C:6]1[N:10]([CH3:11])[N:9]=[CH:8][C:7]=1[C:12]([OH:14])=O)=[O:5])[CH3:2].C([N:17]([CH:21]([CH3:23])C)[CH:18](C)C)C.N1CCC1. Product: [CH2:1]([O:3][C:4]([C:6]1[N:10]([CH3:11])[N:9]=[CH:8][C:7]=1[C:12]([N:17]1[CH2:18][CH2:23][CH2:21]1)=[O:14])=[O:5])[CH3:2]. The catalyst class is: 13. (3) Reactant: [Br:1][C:2]1[C:3]([N:11]2[CH2:16][CH2:15][N:14]([C:17](=[O:33])[C@H:18]([NH:25]C(=O)OC(C)(C)C)[CH:19]3[CH2:24][CH2:23][CH2:22][CH2:21][CH2:20]3)[CH2:13][CH2:12]2)=[C:4]2[CH:10]=[CH:9][NH:8][C:5]2=[N:6][CH:7]=1.C(O)(C(F)(F)F)=O.C1(N)C(F)=C(F)C(F)=C(N)C=1F.Cl.Cl. Product: [NH2:25][C@H:18]([CH:19]1[CH2:24][CH2:23][CH2:22][CH2:21][CH2:20]1)[C:17]([N:14]1[CH2:15][CH2:16][N:11]([C:3]2[C:2]([Br:1])=[CH:7][N:6]=[C:5]3[NH:8][CH:9]=[CH:10][C:4]=23)[CH2:12][CH2:13]1)=[O:33]. The catalyst class is: 2. (4) Reactant: C(Cl)CCl.[NH2:5][C:6]1[N:11]=[CH:10][C:9](/[CH:12]=[CH:13]/[C:14]([OH:16])=O)=[CH:8][CH:7]=1.[CH:17]([N:20]1[C:28]2[C:23](=[CH:24][CH:25]=[CH:26][CH:27]=2)[C:22]([CH2:29][NH:30][CH3:31])=[CH:21]1)([CH3:19])[CH3:18].C1C=CC2N(O)N=NC=2C=1.O.C(N(C(C)C)CC)(C)C. Product: [NH2:5][C:6]1[N:11]=[CH:10][C:9](/[CH:12]=[CH:13]/[C:14]([N:30]([CH2:29][C:22]2[C:23]3[C:28](=[CH:27][CH:26]=[CH:25][CH:24]=3)[N:20]([CH:17]([CH3:19])[CH3:18])[CH:21]=2)[CH3:31])=[O:16])=[CH:8][CH:7]=1. The catalyst class is: 3. (5) The catalyst class is: 2. Reactant: [F:1][C:2]1[CH:20]=[C:19]([F:21])[CH:18]=[CH:17][C:3]=1[CH2:4][N:5]1[C:13]2[C:8](=[CH:9][C:10]([C:14](O)=[O:15])=[CH:11][CH:12]=2)[CH:7]=[CH:6]1.[CH3:22][O:23][C:24]1[CH:29]=[C:28]([O:30][CH3:31])[CH:27]=[CH:26][C:25]=1[CH2:32][NH2:33].C(N=C=NCCCN(C)C)C. Product: [F:1][C:2]1[CH:20]=[C:19]([F:21])[CH:18]=[CH:17][C:3]=1[CH2:4][N:5]1[C:13]2[C:8](=[CH:9][C:10]([C:14]([NH:33][CH2:32][C:25]3[CH:26]=[CH:27][C:28]([O:30][CH3:31])=[CH:29][C:24]=3[O:23][CH3:22])=[O:15])=[CH:11][CH:12]=2)[CH:7]=[CH:6]1. (6) Reactant: [OH:1][C:2]1[CH:9]=[CH:8][C:5]([CH:6]=[O:7])=[CH:4][CH:3]=1.Cl[CH2:11][CH2:12][CH2:13][CH2:14][CH2:15][CH2:16][OH:17].C([O-])([O-])=O.[K+].[K+].O. Product: [OH:17][CH2:16][CH2:15][CH2:14][CH2:13][CH2:12][CH2:11][O:1][C:2]1[CH:9]=[CH:8][C:5]([CH:6]=[O:7])=[CH:4][CH:3]=1. The catalyst class is: 37.